Dataset: Forward reaction prediction with 1.9M reactions from USPTO patents (1976-2016). Task: Predict the product of the given reaction. (1) Given the reactants Cl[C:2]1[N:12]=[CH:11][CH:10]=[CH:9][C:3]=1[C:4]([O:6][CH2:7][CH3:8])=[O:5].[C:13]([S:32][CH2:33][CH2:34][NH2:35])([C:26]1[CH:31]=[CH:30][CH:29]=[CH:28][CH:27]=1)([C:20]1[CH:25]=[CH:24][CH:23]=[CH:22][CH:21]=1)[C:14]1[CH:19]=[CH:18][CH:17]=[CH:16][CH:15]=1.C(=O)([O-])[O-].[Cs+].[Cs+].ClCCl, predict the reaction product. The product is: [C:13]([S:32][CH2:33][CH2:34][NH:35][C:2]1[N:12]=[CH:11][CH:10]=[CH:9][C:3]=1[C:4]([O:6][CH2:7][CH3:8])=[O:5])([C:20]1[CH:21]=[CH:22][CH:23]=[CH:24][CH:25]=1)([C:26]1[CH:31]=[CH:30][CH:29]=[CH:28][CH:27]=1)[C:14]1[CH:19]=[CH:18][CH:17]=[CH:16][CH:15]=1. (2) The product is: [O:1]1[CH2:5][CH2:4][CH2:3][CH:2]1[C@H:6]([NH:8][C:9]([C:11]1[C:19]2[C:14](=[N:15][CH:16]=[C:17]([C:20]3[C:28]4[C:23](=[CH:24][C:25]([F:29])=[CH:26][CH:27]=4)[N:22]([CH3:30])[N:21]=3)[N:18]=2)[N:13]([CH2:31][O:32][CH2:33][CH2:34][Si:35]([CH3:36])([CH3:38])[CH3:37])[CH:12]=1)=[O:10])[CH3:7]. Given the reactants [O:1]1[CH:5]=[CH:4][CH:3]=[C:2]1[C@H:6]([NH:8][C:9]([C:11]1[C:19]2[C:14](=[N:15][CH:16]=[C:17]([C:20]3[C:28]4[C:23](=[CH:24][C:25]([F:29])=[CH:26][CH:27]=4)[N:22]([CH3:30])[N:21]=3)[N:18]=2)[N:13]([CH2:31][O:32][CH2:33][CH2:34][Si:35]([CH3:38])([CH3:37])[CH3:36])[CH:12]=1)=[O:10])[CH3:7], predict the reaction product. (3) Given the reactants ClC(Cl)(Cl)[C:3]([C:5]1[N:14]2[C:8]([CH2:9][N:10]([C:19]([C:21]3[CH:26]=[CH:25][C:24]([C:27]4[CH:32]=[CH:31][CH:30]=[CH:29][C:28]=4[CH3:33])=[C:23]([O:34][CH3:35])[CH:22]=3)=[O:20])[C:11]3[CH:18]=[CH:17][CH:16]=[CH:15][C:12]=3[CH2:13]2)=[CH:7][CH:6]=1)=[O:4].[NH2:38][CH2:39][CH:40]([C:42]1[CH:47]=[CH:46][CH:45]=[CH:44][CH:43]=1)[OH:41], predict the reaction product. The product is: [OH:41][CH:40]([C:42]1[CH:47]=[CH:46][CH:45]=[CH:44][CH:43]=1)[CH2:39][NH:38][C:3]([C:5]1[N:14]2[C:8]([CH2:9][N:10]([C:19]([C:21]3[CH:26]=[CH:25][C:24]([C:27]4[CH:32]=[CH:31][CH:30]=[CH:29][C:28]=4[CH3:33])=[C:23]([O:34][CH3:35])[CH:22]=3)=[O:20])[C:11]3[CH:18]=[CH:17][CH:16]=[CH:15][C:12]=3[CH2:13]2)=[CH:7][CH:6]=1)=[O:4]. (4) The product is: [CH3:29][O:30][C:31]([C:33]1[C:37]([NH:38][C:23](=[O:25])[C:22]2[CH:26]=[CH:27][CH:28]=[C:20]([C:18]3[CH:17]=[N:16][N:15]([CH2:14][CH2:13][CH2:12][CH2:11][CH2:10][NH:9][C:7]([O:6][C:2]([CH3:3])([CH3:4])[CH3:5])=[O:8])[CH:19]=3)[CH:21]=2)=[CH:36][N:35]([CH:39]2[CH2:44][CH2:43][O:42][CH2:41][CH2:40]2)[N:34]=1)=[O:32]. Given the reactants [Li].[C:2]([O:6][C:7]([NH:9][CH2:10][CH2:11][CH2:12][CH2:13][CH2:14][N:15]1[CH:19]=[C:18]([C:20]2[CH:21]=[C:22]([CH:26]=[CH:27][CH:28]=2)[C:23]([OH:25])=O)[CH:17]=[N:16]1)=[O:8])([CH3:5])([CH3:4])[CH3:3].[CH3:29][O:30][C:31]([C:33]1[C:37]([NH2:38])=[CH:36][N:35]([CH:39]2[CH2:44][CH2:43][O:42][CH2:41][CH2:40]2)[N:34]=1)=[O:32].C(N(C(C)C)C(C)C)C.ClP(N1CCOC1=O)(N1CCOC1=O)=O, predict the reaction product. (5) Given the reactants C[O:2][C:3]1[CH:12]=[CH:11][C:10]2[N:9]=[C:8]([C:13]3[CH:18]=[CH:17][CH:16]=[CH:15][CH:14]=3)[C:7]([C:19]3[S:20][CH:21]=[CH:22][N:23]=3)=[N:6][C:5]=2[C:4]=1[C:24]([O:26]C)=[O:25].B(Br)(Br)Br.O, predict the reaction product. The product is: [OH:2][C:3]1[CH:12]=[CH:11][C:10]2[N:9]=[C:8]([C:13]3[CH:18]=[CH:17][CH:16]=[CH:15][CH:14]=3)[C:7]([C:19]3[S:20][CH:21]=[CH:22][N:23]=3)=[N:6][C:5]=2[C:4]=1[C:24]([OH:26])=[O:25]. (6) Given the reactants [H-].[Al+3].[Li+].[H-].[H-].[H-].[CH3:7][C:8]1([CH3:16])[C:12](=O)[NH:11][C@H:10]([CH2:14][OH:15])[CH2:9]1.[OH-].[Na+].C(N(CC)CC)C.[CH2:26]([O:33][C:34](Cl)=[O:35])[C:27]1[CH:32]=[CH:31][CH:30]=[CH:29][CH:28]=1.C(=O)([O-])O.[Na+], predict the reaction product. The product is: [CH2:26]([O:33][C:34]([N:11]1[CH2:12][C:8]([CH3:16])([CH3:7])[CH2:9][C@H:10]1[CH2:14][OH:15])=[O:35])[C:27]1[CH:32]=[CH:31][CH:30]=[CH:29][CH:28]=1. (7) Given the reactants Br[C:2]1[CH:3]=[CH:4][C:5]([N:16]2[CH2:20][CH2:19][CH:18]([CH3:21])[CH2:17]2)=[C:6](/[CH:8]=[C:9](\[CH3:15])/[C:10]([O:12][CH2:13][CH3:14])=[O:11])[CH:7]=1.[CH2:22]([O:26][CH2:27][CH2:28][O:29][C:30]1[CH:35]=[CH:34][C:33](OB(O)O)=[CH:32][CH:31]=1)[CH2:23][CH2:24][CH3:25].C(=O)([O-])[O-].[K+].[K+], predict the reaction product. The product is: [CH2:22]([O:26][CH2:27][CH2:28][O:29][C:30]1[CH:31]=[CH:32][C:33]([C:2]2[CH:3]=[CH:4][C:5]([N:16]3[CH2:20][CH2:19][CH:18]([CH3:21])[CH2:17]3)=[C:6](/[CH:8]=[C:9](\[CH3:15])/[C:10]([O:12][CH2:13][CH3:14])=[O:11])[CH:7]=2)=[CH:34][CH:35]=1)[CH2:23][CH2:24][CH3:25].